Dataset: Catalyst prediction with 721,799 reactions and 888 catalyst types from USPTO. Task: Predict which catalyst facilitates the given reaction. (1) The catalyst class is: 20. Reactant: C1(C(C2C=CC=CC=2)=[N:8][CH:9]([CH2:17][C:18]2[N:19]=[CH:20][S:21][CH:22]=2)[C:10]([O:12][C:13]([CH3:16])([CH3:15])[CH3:14])=[O:11])C=CC=CC=1.C(O)(=O)CC(CC(O)=O)(C(O)=O)O. Product: [NH2:8][CH:9]([CH2:17][C:18]1[N:19]=[CH:20][S:21][CH:22]=1)[C:10]([O:12][C:13]([CH3:16])([CH3:15])[CH3:14])=[O:11]. (2) Reactant: O[C:2]([C:12]1[C:13]([NH:18][C:19](=[O:24])[C:20](C)(C)C)=[N:14][CH:15]=[CH:16][CH:17]=1)([CH3:11])CC(OC(C)(C)C)=O. Product: [CH3:11][C:2]1[C:12]2[C:13](=[N:14][CH:15]=[CH:16][CH:17]=2)[NH:18][C:19](=[O:24])[CH:20]=1. The catalyst class is: 33. (3) Reactant: [CH3:1][N:2]([CH3:37])[S:3]([C:6]1[CH:7]=[C:8]2[C:13](=[CH:14][CH:15]=1)[N:12]([C:16]1[C:17]([C:30]3[CH:35]=[CH:34][C:33]([F:36])=[CH:32][CH:31]=3)=[N:18][C:19]3[C:24]([N:25]=1)=[CH:23][C:22]([C:26]([O:28]C)=[O:27])=[CH:21][CH:20]=3)[CH2:11][CH2:10][CH2:9]2)(=[O:5])=[O:4].[OH-].[Na+]. Product: [CH3:1][N:2]([CH3:37])[S:3]([C:6]1[CH:7]=[C:8]2[C:13](=[CH:14][CH:15]=1)[N:12]([C:16]1[C:17]([C:30]3[CH:31]=[CH:32][C:33]([F:36])=[CH:34][CH:35]=3)=[N:18][C:19]3[C:24]([N:25]=1)=[CH:23][C:22]([C:26]([OH:28])=[O:27])=[CH:21][CH:20]=3)[CH2:11][CH2:10][CH2:9]2)(=[O:4])=[O:5]. The catalyst class is: 24. (4) Reactant: [F:1][C:2]1[CH:7]=[CH:6][C:5]([C:8]2[N:9]([CH2:31][CH2:32][C:33](=[O:59])[CH2:34][C:35]([O:37][C@H:38]([C:53]3[CH:58]=[CH:57][CH:56]=[CH:55][CH:54]=3)[C:39]([OH:52])([C:46]3[CH:51]=[CH:50][CH:49]=[CH:48][CH:47]=3)[C:40]3[CH:45]=[CH:44][CH:43]=[CH:42][CH:41]=3)=[O:36])[C:10]([CH:28]([CH3:30])[CH3:29])=[C:11]([C:19]([NH:21][C:22]3[CH:27]=[CH:26][CH:25]=[CH:24][CH:23]=3)=[O:20])[C:12]=2[C:13]2[CH:18]=[CH:17][CH:16]=[CH:15][CH:14]=2)=[CH:4][CH:3]=1.[BH4-].[Na+]. Product: [F:1][C:2]1[CH:3]=[CH:4][C:5]([C:8]2[N:9]([CH2:31][CH2:32][C@@H:33]([OH:59])[CH2:34][C:35]([O:37][C@H:38]([C:53]3[CH:54]=[CH:55][CH:56]=[CH:57][CH:58]=3)[C:39]([OH:52])([C:46]3[CH:51]=[CH:50][CH:49]=[CH:48][CH:47]=3)[C:40]3[CH:41]=[CH:42][CH:43]=[CH:44][CH:45]=3)=[O:36])[C:10]([CH:28]([CH3:30])[CH3:29])=[C:11]([C:19]([NH:21][C:22]3[CH:27]=[CH:26][CH:25]=[CH:24][CH:23]=3)=[O:20])[C:12]=2[C:13]2[CH:18]=[CH:17][CH:16]=[CH:15][CH:14]=2)=[CH:6][CH:7]=1. The catalyst class is: 36.